From a dataset of Peptide-MHC class II binding affinity with 134,281 pairs from IEDB. Regression. Given a peptide amino acid sequence and an MHC pseudo amino acid sequence, predict their binding affinity value. This is MHC class II binding data. (1) The peptide sequence is YEKFLANVSTVLTGK. The MHC is DRB1_1101 with pseudo-sequence DRB1_1101. The binding affinity (normalized) is 0.660. (2) The peptide sequence is APEVKYTVFETALKKAITAM. The MHC is DRB1_0301 with pseudo-sequence DRB1_0301. The binding affinity (normalized) is 0.494. (3) The binding affinity (normalized) is 0.559. The peptide sequence is CGKYLFNWAVRTKLKLTPIA. The MHC is DRB1_1302 with pseudo-sequence DRB1_1302. (4) The peptide sequence is PGHGISVGSLGRYKD. The MHC is HLA-DQA10104-DQB10503 with pseudo-sequence HLA-DQA10104-DQB10503. The binding affinity (normalized) is 0.237. (5) The peptide sequence is WIELKESWGAVWRID. The MHC is DRB1_0405 with pseudo-sequence DRB1_0405. The binding affinity (normalized) is 0.167. (6) The peptide sequence is QPPSLPITVYYAVLERACRSVLLNAPSEAPQIVR. The MHC is DRB1_1301 with pseudo-sequence DRB1_1301. The binding affinity (normalized) is 0. (7) The peptide sequence is EIYKRWIIMG. The MHC is DRB1_0401 with pseudo-sequence DRB1_0401. The binding affinity (normalized) is 0.0577. (8) The peptide sequence is DTVLEKNVTVHSVNLLENSH. The MHC is DRB1_0701 with pseudo-sequence DRB1_0701. The binding affinity (normalized) is 0.437.